Dataset: Forward reaction prediction with 1.9M reactions from USPTO patents (1976-2016). Task: Predict the product of the given reaction. (1) Given the reactants C(O)(=O)C[SH:3].[H-].[Na+].Cl[C:9]1[CH:14]=[CH:13][CH:12]=[C:11]([C:15]#[N:16])[N:10]=1.Cl.[C:18]([O:21]CC)(=O)[CH3:19], predict the reaction product. The product is: [C:15]([C:11]1[N:10]=[C:9]([CH2:19][C:18]([OH:21])=[S:3])[CH:14]=[CH:13][CH:12]=1)#[N:16]. (2) Given the reactants ClC(Cl)(O[C:5](=[O:11])OC(Cl)(Cl)Cl)Cl.[C:13]1([CH3:29])[CH:18]=[CH:17][CH:16]=[CH:15][C:14]=1[C@@H:19]1[NH:24][CH2:23][CH2:22][N:21]2[C:25](=[O:28])[CH2:26][CH2:27][C@@H:20]12.[CH2:30]([C:32]1[CH:33]=[C:34]([C@H:42]([NH:44][CH3:45])[CH3:43])[CH:35]=[C:36]([C:38]([F:41])([F:40])[F:39])[CH:37]=1)[CH3:31], predict the reaction product. The product is: [CH2:30]([C:32]1[CH:33]=[C:34]([C@H:42]([N:44]([CH3:45])[C:5]([N:24]2[CH2:23][CH2:22][N:21]3[C:25](=[O:28])[CH2:26][CH2:27][C@H:20]3[C@@H:19]2[C:14]2[CH:15]=[CH:16][CH:17]=[CH:18][C:13]=2[CH3:29])=[O:11])[CH3:43])[CH:35]=[C:36]([C:38]([F:39])([F:40])[F:41])[CH:37]=1)[CH3:31]. (3) The product is: [F:14][C:15]1[CH:20]=[CH:19][C:18]([O:1][CH:2]([C:4]2[CH:13]=[CH:12][C:7]([C:8]([O:10][CH3:11])=[O:9])=[CH:6][CH:5]=2)[CH3:3])=[CH:17][CH:16]=1. Given the reactants [OH:1][CH:2]([C:4]1[CH:13]=[CH:12][C:7]([C:8]([O:10][CH3:11])=[O:9])=[CH:6][CH:5]=1)[CH3:3].[F:14][C:15]1[CH:20]=[CH:19][C:18](O)=[CH:17][CH:16]=1.C1(P(C2C=CC=CC=2)C2C=CC=CC=2)C=CC=CC=1.N(C(OC(C)C)=O)=NC(OC(C)C)=O, predict the reaction product. (4) Given the reactants F[C:2]1[CH:3]=[C:4]2[C:9](=[CH:10][C:11]=1[N+:12]([O-:14])=[O:13])[NH:8][C:7](=[O:15])[N:6]([NH:16][S:17]([CH3:20])(=[O:19])=[O:18])[C:5]2=[O:21].[CH3:22][O:23][CH2:24][C:25]1[N:26]=[CH:27][NH:28][CH:29]=1, predict the reaction product. The product is: [CH3:22][O:23][CH2:24][C:25]1[N:26]=[CH:27][N:28]([C:2]2[CH:3]=[C:4]3[C:9](=[CH:10][C:11]=2[N+:12]([O-:14])=[O:13])[NH:8][C:7](=[O:15])[N:6]([NH:16][S:17]([CH3:20])(=[O:19])=[O:18])[C:5]3=[O:21])[CH:29]=1. (5) Given the reactants C(NC1CCC([CH2:11][NH:12][C:13](=[O:19])[O:14][C:15]([CH3:18])([CH3:17])[CH3:16])CC1)(C)C.[N:20]1([CH:29]=[O:30])[C:24]2[CH:25]=[CH:26][CH:27]=[CH:28][C:23]=2N=N1.[CH2:31]1[CH2:35]OC[CH2:32]1, predict the reaction product. The product is: [CH:31]([C:29]([NH:20][CH:24]1[CH2:25][CH2:26][CH:27]([N:12]([CH3:11])[C:13](=[O:19])[O:14][C:15]([CH3:16])([CH3:18])[CH3:17])[CH2:28][CH2:23]1)=[O:30])([CH3:35])[CH3:32]. (6) Given the reactants [Br:1][C:2]1[N:6]2[N:7]=[C:8]([O:11][CH3:12])[CH:9]=[CH:10][C:5]2=[N:4][C:3]=1[C:13]1[CH:18]=[CH:17][C:16]([CH3:19])=[C:15]([N+:20]([O-])=O)[CH:14]=1.CC(O)=O, predict the reaction product. The product is: [Br:1][C:2]1[N:6]2[N:7]=[C:8]([O:11][CH3:12])[CH:9]=[CH:10][C:5]2=[N:4][C:3]=1[C:13]1[CH:18]=[CH:17][C:16]([CH3:19])=[C:15]([CH:14]=1)[NH2:20]. (7) Given the reactants [F:1][C:2]1[CH:27]=[CH:26][C:25]([F:28])=[CH:24][C:3]=1[CH2:4][N:5]1[CH2:10][CH2:9][NH:8][C:7]2[N:11]=[CH:12][C:13]([C:15]3[CH:16]=[CH:17][C:18]([C:21](O)=[O:22])=[N:19][CH:20]=3)=[CH:14][C:6]1=2.[NH:29]1[CH2:34][CH2:33][O:32][CH2:31][CH2:30]1, predict the reaction product. The product is: [F:1][C:2]1[CH:27]=[CH:26][C:25]([F:28])=[CH:24][C:3]=1[CH2:4][N:5]1[CH2:10][CH2:9][NH:8][C:7]2[N:11]=[CH:12][C:13]([C:15]3[CH:16]=[CH:17][C:18]([C:21]([N:29]4[CH2:34][CH2:33][O:32][CH2:31][CH2:30]4)=[O:22])=[N:19][CH:20]=3)=[CH:14][C:6]1=2.